This data is from Reaction yield outcomes from USPTO patents with 853,638 reactions. The task is: Predict the reaction yield, written as a fraction of the theoretical maximum amount of product (1.0 means a 100% yield; for example, 0.34 means a 34% yield). The reactants are [CH3:1][O:2][CH2:3][C@H:4]([CH3:31])[O:5][C:6]1[CH:7]=[C:8]([C:23]2[NH:27][C:26]([C:28](O)=[O:29])=[CH:25][CH:24]=2)[CH:9]=[C:10]([O:12][C:13]2[CH:18]=[CH:17][C:16]([S:19]([CH3:22])(=[O:21])=[O:20])=[CH:15][CH:14]=2)[CH:11]=1.[C:32]([S:51][CH2:52][CH2:53][NH2:54])([C:45]1[CH:50]=[CH:49][CH:48]=[CH:47][CH:46]=1)([C:39]1[CH:44]=[CH:43][CH:42]=[CH:41][CH:40]=1)[C:33]1[CH:38]=[CH:37][CH:36]=[CH:35][CH:34]=1.CCN=C=NCCCN(C)C.Cl. The catalyst is CN(C)C1C=CN=CC=1.ClCCl. The product is [CH3:1][O:2][CH2:3][C@H:4]([CH3:31])[O:5][C:6]1[CH:7]=[C:8]([C:23]2[NH:27][C:26]([C:28]([NH:54][CH2:53][CH2:52][S:51][C:32]([C:39]3[CH:44]=[CH:43][CH:42]=[CH:41][CH:40]=3)([C:33]3[CH:34]=[CH:35][CH:36]=[CH:37][CH:38]=3)[C:45]3[CH:50]=[CH:49][CH:48]=[CH:47][CH:46]=3)=[O:29])=[CH:25][CH:24]=2)[CH:9]=[C:10]([O:12][C:13]2[CH:14]=[CH:15][C:16]([S:19]([CH3:22])(=[O:21])=[O:20])=[CH:17][CH:18]=2)[CH:11]=1. The yield is 0.690.